From a dataset of Forward reaction prediction with 1.9M reactions from USPTO patents (1976-2016). Predict the product of the given reaction. (1) Given the reactants [CH3:1][O:2][C:3]1[CH:10]=[CH:9][C:6]([CH2:7][NH2:8])=[CH:5][CH:4]=1.Cl[C:12]1[N:21]=[CH:20][C:19]2[CH2:18][N:17]([C:22]3[C:27]([F:28])=[C:26]([O:29][CH3:30])[CH:25]=[C:24]([O:31][CH3:32])[C:23]=3[F:33])[C:16](=[O:34])[N:15]([CH3:35])[C:14]=2[CH:13]=1.C1C=CC(P(C2C=CC3C(=CC=CC=3)C=2C2C3C(=CC=CC=3)C=CC=2P(C2C=CC=CC=2)C2C=CC=CC=2)C2C=CC=CC=2)=CC=1.C(=O)([O-])[O-].[Cs+].[Cs+].O1CCOCC1, predict the reaction product. The product is: [F:28][C:27]1[C:26]([O:29][CH3:30])=[CH:25][C:24]([O:31][CH3:32])=[C:23]([F:33])[C:22]=1[N:17]1[CH2:18][C:19]2[CH:20]=[N:21][C:12]([NH:8][CH2:7][C:6]3[CH:9]=[CH:10][C:3]([O:2][CH3:1])=[CH:4][CH:5]=3)=[CH:13][C:14]=2[N:15]([CH3:35])[C:16]1=[O:34]. (2) Given the reactants F.[Si](O[C:10]1[C:15]2[N:16]=[C:17]([C:19]3[CH:24]=[CH:23][C:22]([O:25][Si](C(C)(C)C)(C)C)=[C:21]([F:33])[CH:20]=3)[O:18][C:14]=2[C:13]([CH:34]=[CH2:35])=[CH:12][CH:11]=1)(C(C)(C)C)(C)C.C1C[O:39]CC1.C(#N)C, predict the reaction product. The product is: [F:33][C:21]1[CH:20]=[C:19]([C:17]2[O:18][C:14]3[C:13]([CH:34]=[CH2:35])=[CH:12][C:11]([OH:39])=[CH:10][C:15]=3[N:16]=2)[CH:24]=[CH:23][C:22]=1[OH:25]. (3) Given the reactants [C:1]1([CH:7]([C:18]2[CH:23]=[CH:22][CH:21]=[CH:20][CH:19]=2)[N:8]2[CH2:11][CH:10]([N:12]3[CH2:17][CH2:16][NH:15][CH2:14][CH2:13]3)[CH2:9]2)[CH:6]=[CH:5][CH:4]=[CH:3][CH:2]=1.C([O-])([O-])=O.[K+].[K+].[C:30](Cl)(=[O:33])[CH2:31][CH3:32], predict the reaction product. The product is: [C:18]1([CH:7]([C:1]2[CH:2]=[CH:3][CH:4]=[CH:5][CH:6]=2)[N:8]2[CH2:9][CH:10]([N:12]3[CH2:17][CH2:16][N:15]([C:30](=[O:33])[CH2:31][CH3:32])[CH2:14][CH2:13]3)[CH2:11]2)[CH:23]=[CH:22][CH:21]=[CH:20][CH:19]=1.